From a dataset of Full USPTO retrosynthesis dataset with 1.9M reactions from patents (1976-2016). Predict the reactants needed to synthesize the given product. (1) Given the product [CH3:1][C:2]1[O:6][N:5]=[C:4]([C:7]([N:9]2[CH2:10][CH2:11][CH:12]([CH2:15][C:16]([OH:18])=[O:17])[CH2:13][CH2:14]2)=[O:8])[CH:3]=1, predict the reactants needed to synthesize it. The reactants are: [CH3:1][C:2]1[O:6][N:5]=[C:4]([C:7]([N:9]2[CH2:14][CH2:13][CH:12]([CH2:15][C:16]([O:18]C)=[O:17])[CH2:11][CH2:10]2)=[O:8])[CH:3]=1.CO.[OH-].[Na+]. (2) Given the product [NH2:1][C:2]1[C:9]([OH:10])=[CH:8][C:7]([S:22]([CH:17]([CH3:18])[CH3:16])(=[O:24])=[O:21])=[CH:6][C:3]=1[C:4]#[N:5], predict the reactants needed to synthesize it. The reactants are: [NH2:1][C:2]1[C:9]([OH:10])=[CH:8][C:7](SC(C)C)=[CH:6][C:3]=1[C:4]#[N:5].O1C[CH2:18][CH2:17][CH2:16]1.O[O:21][S:22]([O-:24])=O.[K+].S([O-])([O-])=O.[Na+].[Na+].